This data is from Full USPTO retrosynthesis dataset with 1.9M reactions from patents (1976-2016). The task is: Predict the reactants needed to synthesize the given product. (1) Given the product [N:23]1[CH:28]=[CH:27][C:5]([C:6]2[O:1][N:2]=[C:3]([C:5]3[CH:13]=[CH:12][C:11]4[NH:10][C:9]5[CH:14]([CH2:17][C:18]([OH:20])=[O:19])[CH2:15][CH2:16][C:8]=5[C:7]=4[CH:6]=3)[N:4]=2)=[CH:3][N:2]=1, predict the reactants needed to synthesize it. The reactants are: [OH:1][NH:2][C:3]([C:5]1[CH:13]=[CH:12][C:11]2[NH:10][C:9]3[CH:14]([CH2:17][C:18]([O:20]CC)=[O:19])[CH2:15][CH2:16][C:8]=3[C:7]=2[CH:6]=1)=[NH:4].[N:23]1[CH:28]=[CH:27]N(C(O)=O)CC=1. (2) Given the product [CH3:1][O:2][C:3]1[CH:8]=[C:7]([O:9][CH3:10])[CH:6]=[CH:5][C:4]=1[C:11]1([CH2:18][CH2:19][OH:20])[NH:16][C:15](=[O:17])[CH2:14][CH2:13][CH2:12]1, predict the reactants needed to synthesize it. The reactants are: [CH3:1][O:2][C:3]1[CH:8]=[C:7]([O:9][CH3:10])[CH:6]=[CH:5][C:4]=1[C:11]1([CH2:18][CH2:19][OH:20])[NH:16][C:15](=[O:17])[CH:14]=[CH:13][CH2:12]1. (3) Given the product [F:14][C:15]1[CH:16]=[C:17]2[C:21](=[CH:22][CH:23]=1)[NH:20][CH:19]=[C:18]2[CH2:24][CH2:25][CH:26]=[O:27], predict the reactants needed to synthesize it. The reactants are: FC(F)(F)C(O)=O.N1C=CC=CC=1.[F:14][C:15]1[CH:16]=[C:17]2[C:21](=[CH:22][CH:23]=1)[NH:20][CH:19]=[C:18]2[CH2:24][CH2:25][CH2:26][OH:27].C1(N=C=NC2CCCCC2)CCCCC1.